From a dataset of Reaction yield outcomes from USPTO patents with 853,638 reactions. Predict the reaction yield, written as a fraction of the theoretical maximum amount of product (1.0 means a 100% yield; for example, 0.34 means a 34% yield). (1) The reactants are [CH2:1]([N:5]1[C:14]([CH2:15][NH:16]C(=O)OC(C)(C)C)=[C:13]([C:24]2[CH:29]=[CH:28][CH:27]=[CH:26][CH:25]=2)[C:12]2[C:7](=[CH:8][CH:9]=[C:10]([C:30]3[NH:34][C:33](=[O:35])[S:32][N:31]=3)[CH:11]=2)[C:6]1=[O:36])[CH:2]([CH3:4])[CH3:3].[ClH:37]. The yield is 0.940. The product is [ClH:37].[NH2:16][CH2:15][C:14]1[N:5]([CH2:1][CH:2]([CH3:4])[CH3:3])[C:6](=[O:36])[C:7]2[C:12]([C:13]=1[C:24]1[CH:25]=[CH:26][CH:27]=[CH:28][CH:29]=1)=[CH:11][C:10]([C:30]1[NH:34][C:33](=[O:35])[S:32][N:31]=1)=[CH:9][CH:8]=2. The catalyst is O1CCCC1.C(OCC)(=O)C. (2) The reactants are Cl[C:2]1[C:11]([N+:12]([O-:14])=[O:13])=[CH:10][CH:9]=[C:8]([Cl:15])[C:3]=1[C:4]([O:6][CH3:7])=[O:5].[CH3:16][O:17][C:18]1[CH:25]=[CH:24][C:21]([CH2:22][NH2:23])=[CH:20][CH:19]=1.CCN(CC)CC.O. The catalyst is C1COCC1. The product is [Cl:15][C:8]1[C:3]([C:4]([O:6][CH3:7])=[O:5])=[C:2]([NH:23][CH2:22][C:21]2[CH:24]=[CH:25][C:18]([O:17][CH3:16])=[CH:19][CH:20]=2)[C:11]([N+:12]([O-:14])=[O:13])=[CH:10][CH:9]=1. The yield is 0.790.